The task is: Predict the reaction yield, written as a fraction of the theoretical maximum amount of product (1.0 means a 100% yield; for example, 0.34 means a 34% yield).. This data is from Reaction yield outcomes from USPTO patents with 853,638 reactions. (1) The reactants are [Cl:1][C:2]1[CH:35]=[CH:34][C:5]([CH2:6][CH2:7][NH:8][C:9]([C:11]2[CH:33]=[CH:32][C:14]([O:15][C:16]3[CH:25]=[C:24]4[C:19]([CH:20]([C:26]([O:28]C)=[O:27])[CH2:21][CH2:22][O:23]4)=[CH:18][C:17]=3[C:30]#[N:31])=[CH:13][CH:12]=2)=[O:10])=[CH:4][CH:3]=1.[OH-].[Na+].O.CO. The catalyst is C1COCC1.C(OCC)(=O)C.Cl. The product is [Cl:1][C:2]1[CH:3]=[CH:4][C:5]([CH2:6][CH2:7][NH:8][C:9]([C:11]2[CH:12]=[CH:13][C:14]([O:15][C:16]3[CH:25]=[C:24]4[C:19]([CH:20]([C:26]([OH:28])=[O:27])[CH2:21][CH2:22][O:23]4)=[CH:18][C:17]=3[C:30]#[N:31])=[CH:32][CH:33]=2)=[O:10])=[CH:34][CH:35]=1. The yield is 0.216. (2) The reactants are [CH2:1]([C@@H:5]1[NH:10][CH2:9][C@H:8]([CH2:11][CH:12]([CH3:14])[CH3:13])[NH:7][C:6]1=[O:15])[CH:2]([CH3:4])[CH3:3].[CH3:16][O:17][C:18]1[CH:23]=[CH:22][C:21]([C:24]#[C:25][C:26](O)=[O:27])=[CH:20][CH:19]=1.C(C1N(C(=O)C#CC2C=CC=CC=2)CC(CC(C)C)NC1=O)C(C)C. No catalyst specified. The product is [CH2:1]([CH:5]1[N:10]([C:26](=[O:27])[C:25]#[C:24][C:21]2[CH:22]=[CH:23][C:18]([O:17][CH3:16])=[CH:19][CH:20]=2)[CH2:9][CH:8]([CH2:11][CH:12]([CH3:14])[CH3:13])[NH:7][C:6]1=[O:15])[CH:2]([CH3:4])[CH3:3]. The yield is 0.447.